Dataset: Full USPTO retrosynthesis dataset with 1.9M reactions from patents (1976-2016). Task: Predict the reactants needed to synthesize the given product. (1) Given the product [OH:36][CH2:35][C:32]1([CH2:31][NH:30][C:27]([CH:9]2[CH:8]([C:4]3[CH:5]=[CH:6][CH:7]=[C:2]([Cl:1])[CH:3]=3)[C:12]([C:15]3[CH:16]=[CH:17][C:18]([Cl:21])=[CH:19][CH:20]=3)([C:13]#[N:14])[CH:11]([CH2:22][C:23]([CH3:25])([CH3:24])[CH3:26])[NH:10]2)=[O:28])[CH2:34][CH2:33]1, predict the reactants needed to synthesize it. The reactants are: [Cl:1][C:2]1[CH:3]=[C:4]([CH:8]2[C:12]([C:15]3[CH:20]=[CH:19][C:18]([Cl:21])=[CH:17][CH:16]=3)([C:13]#[N:14])[CH:11]([CH2:22][C:23]([CH3:26])([CH3:25])[CH3:24])[NH:10][CH:9]2[C:27](O)=[O:28])[CH:5]=[CH:6][CH:7]=1.[NH2:30][CH2:31][C:32]1([CH2:35][OH:36])[CH2:34][CH2:33]1.CN(C(ON1N=NC2C=CC=NC1=2)=[N+](C)C)C.F[P-](F)(F)(F)(F)F.CCN(C(C)C)C(C)C. (2) The reactants are: [C:1]1([N:7]2[C:11]([C:12]3[CH:17]=[CH:16][CH:15]=[CH:14][CH:13]=3)=[CH:10][CH:9]=[C:8]2[C:18]2[CH:19]=[C:20]3[C:25](=[CH:26][CH:27]=2)[CH:24]=[C:23]([OH:28])[CH:22]=[CH:21]3)[CH:6]=[CH:5][CH:4]=[CH:3][CH:2]=1.Br[CH2:30][C:31]([O:33][CH3:34])=[O:32].C(=O)([O-])[O-].[Cs+].[Cs+]. Given the product [C:1]1([N:7]2[C:11]([C:12]3[CH:13]=[CH:14][CH:15]=[CH:16][CH:17]=3)=[CH:10][CH:9]=[C:8]2[C:18]2[CH:19]=[C:20]3[C:25](=[CH:26][CH:27]=2)[CH:24]=[C:23]([O:28][CH2:30][C:31]([O:33][CH3:34])=[O:32])[CH:22]=[CH:21]3)[CH:2]=[CH:3][CH:4]=[CH:5][CH:6]=1, predict the reactants needed to synthesize it. (3) The reactants are: [NH2:1][C:2]([C:6]1[CH:7]=[N:8][CH:9]=[CH:10][CH:11]=1)=[CH:3][C:4]#[N:5].NC1C=C(C2OC=CC=2)N=[C:15]([SH:24])[N:14]=1. Given the product [NH2:5][C:4]1[CH:3]=[C:2]([C:6]2[CH:7]=[N:8][CH:9]=[CH:10][CH:11]=2)[N:1]=[C:15]([SH:24])[N:14]=1, predict the reactants needed to synthesize it. (4) Given the product [CH3:1][O:2][C:3](=[O:17])[CH2:4][C:5]1[CH:6]=[C:7]([C:23]2[CH:24]=[CH:25][C:20]([C:19]([F:30])([F:29])[F:18])=[CH:21][CH:22]=2)[C:8]([O:11][CH2:12][CH:13]2[CH2:15][CH2:14]2)=[CH:9][CH:10]=1, predict the reactants needed to synthesize it. The reactants are: [CH3:1][O:2][C:3](=[O:17])[CH2:4][C:5]1[CH:10]=[CH:9][C:8]([O:11][CH2:12][CH:13]2[CH2:15][CH2:14]2)=[C:7](Br)[CH:6]=1.[F:18][C:19]([F:30])([F:29])[C:20]1[CH:25]=[CH:24][C:23](B(O)O)=[CH:22][CH:21]=1.C([O-])([O-])=O.[Cs+].[Cs+]. (5) Given the product [F:1][C:2]1[CH:7]=[CH:6][CH:5]=[C:4]([F:8])[C:3]=1[N:9]1[C:14](=[O:15])[CH:13]=[CH:12][C:11]([C:16]([OH:18])=[O:17])=[CH:10]1, predict the reactants needed to synthesize it. The reactants are: [F:1][C:2]1[CH:7]=[CH:6][CH:5]=[C:4]([F:8])[C:3]=1[N:9]1[C:14](=[O:15])[CH:13]=[CH:12][C:11]([C:16]([O:18]C)=[O:17])=[CH:10]1.[OH-].[Na+].